Dataset: Reaction yield outcomes from USPTO patents with 853,638 reactions. Task: Predict the reaction yield, written as a fraction of the theoretical maximum amount of product (1.0 means a 100% yield; for example, 0.34 means a 34% yield). The reactants are Br[CH2:2][CH2:3][CH:4]([S:9]([OH:12])(=[O:11])=[O:10])[C:5]([O:7][CH3:8])=[O:6].[N-:13]=[N+:14]=[N-:15].[Na+]. The catalyst is CN(C=O)C. The product is [N:13]([CH2:2][CH2:3][CH:4]([S:9]([OH:12])(=[O:11])=[O:10])[C:5]([O:7][CH3:8])=[O:6])=[N+:14]=[N-:15]. The yield is 0.950.